Dataset: Full USPTO retrosynthesis dataset with 1.9M reactions from patents (1976-2016). Task: Predict the reactants needed to synthesize the given product. (1) Given the product [Cl:21][C:4]1[CH:3]=[C:2](/[CH:24]=[CH:23]/[C:22]([O:26][CH2:27][CH3:28])=[O:25])[CH:20]=[CH:19][C:5]=1[CH2:6][CH:7]1[CH2:11][CH2:10][N:9]([CH:12]2[CH2:17][CH2:16][CH2:15][CH2:14][CH2:13]2)[C:8]1=[O:18], predict the reactants needed to synthesize it. The reactants are: Br[C:2]1[CH:20]=[CH:19][C:5]([CH2:6][CH:7]2[CH2:11][CH2:10][N:9]([CH:12]3[CH2:17][CH2:16][CH2:15][CH2:14][CH2:13]3)[C:8]2=[O:18])=[C:4]([Cl:21])[CH:3]=1.[C:22]([O:26][CH2:27][CH3:28])(=[O:25])[CH:23]=[CH2:24].C1(C)C=CC=CC=1P(C1C=CC=CC=1C)C1C=CC=CC=1C.C(N(CC)C(C)C)(C)C.Cl. (2) Given the product [F:8][C:5]1[CH:6]=[CH:7][C:2]([C:10](=[O:12])[CH3:11])=[C:3]([CH3:9])[CH:4]=1, predict the reactants needed to synthesize it. The reactants are: Br[C:2]1[CH:7]=[CH:6][C:5]([F:8])=[CH:4][C:3]=1[CH3:9].[CH:10]([O:12]CCCC)=[CH2:11].C1(P(C2C=CC=CC=2)CCCP(C2C=CC=CC=2)C2C=CC=CC=2)C=CC=CC=1.C(=O)([O-])[O-].[K+].[K+]. (3) Given the product [S:1]1[C:5]2[CH:6]=[CH:7][CH:8]=[CH:9][C:4]=2[CH:3]=[C:2]1[C:10]([O:12][N:14]1[C:18](=[O:19])[CH2:17][CH2:16][C:15]1=[O:20])=[O:11], predict the reactants needed to synthesize it. The reactants are: [S:1]1[C:5]2[CH:6]=[CH:7][CH:8]=[CH:9][C:4]=2[CH:3]=[C:2]1[C:10]([OH:12])=[O:11].O[N:14]1[C:18](=[O:19])[CH2:17][CH2:16][C:15]1=[O:20].Cl.CN(C)CCCN=C=NCC. (4) The reactants are: [Cl:1][C:2]1[CH:27]=[CH:26][C:5]([CH2:6][N:7]2[C:15]3[C:10](=[CH:11][C:12]([CH:16]=[C:17]4[S:21][C:20](SCC)=[N:19][C:18]4=[O:25])=[CH:13][CH:14]=3)[CH:9]=[N:8]2)=[C:4]([C:28]([F:31])([F:30])[F:29])[CH:3]=1.[NH:32]1[CH2:36][CH2:35][CH2:34][C@@H:33]1[C:37]([OH:39])=[O:38]. Given the product [Cl:1][C:2]1[CH:27]=[CH:26][C:5]([CH2:6][N:7]2[C:15]3[C:10](=[CH:11][C:12]([CH:16]=[C:17]4[S:21][C:20]([N:32]5[CH2:36][CH2:35][CH2:34][C@@H:33]5[C:37]([OH:39])=[O:38])=[N:19][C:18]4=[O:25])=[CH:13][CH:14]=3)[CH:9]=[N:8]2)=[C:4]([C:28]([F:29])([F:31])[F:30])[CH:3]=1, predict the reactants needed to synthesize it.